This data is from NCI-60 drug combinations with 297,098 pairs across 59 cell lines. The task is: Regression. Given two drug SMILES strings and cell line genomic features, predict the synergy score measuring deviation from expected non-interaction effect. (1) Drug 1: C1=NC(=NC(=O)N1C2C(C(C(O2)CO)O)O)N. Drug 2: C1=CN(C=N1)CC(O)(P(=O)(O)O)P(=O)(O)O. Cell line: HCC-2998. Synergy scores: CSS=16.0, Synergy_ZIP=-5.42, Synergy_Bliss=-2.68, Synergy_Loewe=-2.24, Synergy_HSA=-0.432. (2) Drug 1: C1=CN(C=N1)CC(O)(P(=O)(O)O)P(=O)(O)O. Drug 2: C1CN(CCN1C(=O)CCBr)C(=O)CCBr. Cell line: OVCAR3. Synergy scores: CSS=5.07, Synergy_ZIP=4.85, Synergy_Bliss=4.54, Synergy_Loewe=-2.61, Synergy_HSA=-1.78. (3) Drug 1: CC1=C2C(C(=O)C3(C(CC4C(C3C(C(C2(C)C)(CC1OC(=O)C(C(C5=CC=CC=C5)NC(=O)OC(C)(C)C)O)O)OC(=O)C6=CC=CC=C6)(CO4)OC(=O)C)OC)C)OC. Drug 2: CNC(=O)C1=NC=CC(=C1)OC2=CC=C(C=C2)NC(=O)NC3=CC(=C(C=C3)Cl)C(F)(F)F. Cell line: M14. Synergy scores: CSS=67.6, Synergy_ZIP=4.25, Synergy_Bliss=2.42, Synergy_Loewe=-2.07, Synergy_HSA=5.69. (4) Drug 1: CC1=C2C(C(=O)C3(C(CC4C(C3C(C(C2(C)C)(CC1OC(=O)C(C(C5=CC=CC=C5)NC(=O)C6=CC=CC=C6)O)O)OC(=O)C7=CC=CC=C7)(CO4)OC(=O)C)O)C)OC(=O)C. Drug 2: C1=CC=C(C=C1)NC(=O)CCCCCCC(=O)NO. Cell line: PC-3. Synergy scores: CSS=4.10, Synergy_ZIP=-6.22, Synergy_Bliss=-5.86, Synergy_Loewe=-5.04, Synergy_HSA=-3.91. (5) Drug 1: CC1=C2C(C(=O)C3(C(CC4C(C3C(C(C2(C)C)(CC1OC(=O)C(C(C5=CC=CC=C5)NC(=O)OC(C)(C)C)O)O)OC(=O)C6=CC=CC=C6)(CO4)OC(=O)C)O)C)O. Drug 2: C1CNP(=O)(OC1)N(CCCl)CCCl. Cell line: SF-295. Synergy scores: CSS=10.3, Synergy_ZIP=-2.61, Synergy_Bliss=-2.52, Synergy_Loewe=-17.2, Synergy_HSA=-1.50.